From a dataset of Experimentally validated miRNA-target interactions with 360,000+ pairs, plus equal number of negative samples. Binary Classification. Given a miRNA mature sequence and a target amino acid sequence, predict their likelihood of interaction. (1) The miRNA is bta-miR-17-5p with sequence CAAAGUGCUUACAGUGCAGGUAGU. The protein sequence of the target gene is MVWEVKTNQMPNAVQKLLLVMDKRAPGMSDSLELLQCNENLPSSPGYNSCDEHMELDDLPELQAVQSDPTQSAIYQLSSDVSHQEYPRSSWSQNTSDIPENTHREDEVDWLTELANIATSPQSPLMQCSFYNRSSPVHIIATSKSLHSYARPPPVSSSSKSGPAFPHDHWKEETPVRHERANSESESGIFCMSSLSDDDDLGWCNSWPSTIWHCFLKGTRLCFHKESNKEWQDVEDFARAASCDNEEEIQMGTHKGYGSDGLKLLSHEESVSFGESVLKLTFDPGTVEDGLLTVECKLDH.... Result: 0 (no interaction). (2) Result: 0 (no interaction). The miRNA is mmu-miR-26a-5p with sequence UUCAAGUAAUCCAGGAUAGGCU. The protein sequence of the target gene is MAPPSTREPRVLSATSATKSDGEMVLPGFPDADSFVKFALGSVVAVTKASGGLPQFGDEYDFYRSFPGFQAFCETQGDRLLQCMSRVMQYHGCRSNIKDRSKVTELEDKFDLLVDANDVILERVGILLDEASGVNKNQQPVLPAGLQVPKTVVSSWNRKAAEYGKKAKSETFRLLHAKNIIRPQLKFREKIDNSNTPFLPKIFIKPNAQKPLPQALSKERRERPQDRPEDLDVPPALADFIHQQRTQQVEQDMFAHPYQYELNHFTPADAVLQKPQPQLYRPIEETPCHFISSLDELVEL.... (3) The miRNA is mmu-miR-7026-3p with sequence UGUGCUUUCUGGUCUUGGCUUAG. The protein sequence of the target gene is MYPSNKKKKVWREEKERLLKMTLEERRKEYIRDYVSLSTILSWKEEMKSKGQNDEENTQEAPQMKKSLSEKVSLYRGDITLLEVDAIVNAANASLLGGGGVDGCIHRAAGPCLLAECRNLNGCETGHAKITCGYDLPAKYVIHTVGPIARGHINGSHKEDLANCYQSSLKLVKENNLRSVAFPCISTGIYGFPNEPAAVIALGTIKEWLAKNHQEVDRIIFCVFLEVDFKIYKKKMNEFFPVDDNNEGTDADMKEDSEGPEPKGLSPPHKKSKAKKPESSKDSSEDESGPEEKQTAEEME.... Result: 0 (no interaction). (4) The miRNA is mmu-miR-743b-3p with sequence GAAAGACAUCAUGCUGAAUAGA. The protein sequence of the target gene is MQFPMGPACIFLRKGIAEKQRERPLGQDEIEELREAFLEFDKDRDGFISCKDLGNLMRTMGYMPTEMELIELGQQIRMNLGGRVDFDDFVELMTPKLLAETAGMIGVQEMRDAFKEFDTNGDGEITLVELQQAMQRLLGERLTPREISEVVREADVNGDGTVDFEEFVKMMSR. Result: 0 (no interaction). (5) The miRNA is hsa-miR-4708-5p with sequence AGAGAUGCCGCCUUGCUCCUU. The protein sequence of the target gene is MEASRCRLSPSGDSVFHEEMMKMRQAKLDYQRLLLEKRQRKKRLEPFMVQPNPEARLRRAKPRASDEQTPLVNCHTPHSNVILHGIDGPAAVLKPDEVHAPSVSSSVVEEDAENTVDTASKPGLQERLQKHDISESVNFDEETDGISQSACLERPNSASSQNSTDTGTSGSATAAQPADNLLGDIDDLEDFVYSPAPQGVTVRCRIIRDKRGMDRGLFPTYYMYLEKEENQKIFLLAARKRKKSKTANYLISIDPVDLSREGESYVGKLRSNLMGTKFTVYDRGICPMKGRGLVGAAHTR.... Result: 1 (interaction). (6) Result: 0 (no interaction). The protein sequence of the target gene is MTCLFPRALGSLALLMVVLLVQGELHVKPGGQHREDGTALQLAKRRYKREWVKFAKPCREREDNSRRNPIAKITSDFQKNQKITYRISGVGIDQPPFGIFVVDPNNGDINITAIVDREETPSFLITCRALNALGQDVERPLILTVKILDVNDNPPIFSQTIFKGEIEENSASNSLVMILNATDADEPNHMNSKIAFKIVSQEPAGMSMFLISRNTGEVRTLTSSLDREQISSYHLVVSGADNDGTGLSTQCECSIKIKDVNDNFPVLRESQYSARIEENTLNAELLRFQVTDWDEEYTDN.... The miRNA is bta-miR-20b with sequence CAAAGUGCUCACAGUGCAGGUA.